This data is from Reaction yield outcomes from USPTO patents with 853,638 reactions. The task is: Predict the reaction yield, written as a fraction of the theoretical maximum amount of product (1.0 means a 100% yield; for example, 0.34 means a 34% yield). (1) The reactants are [C:1]([NH:4][C:5]1[CH:6]=[C:7]([N:20]2[CH2:25][CH2:24][N:23]([C:26]([O:28][C:29]([CH3:32])([CH3:31])[CH3:30])=[O:27])[CH2:22][CH2:21]2)[CH:8]=[CH:9][C:10]=1[S:11]([C:14]1[CH:19]=[CH:18][CH:17]=[CH:16][CH:15]=1)(=[O:13])=[O:12])(=O)[CH3:2]. The catalyst is C1COCC1. The product is [CH2:1]([NH:4][C:5]1[CH:6]=[C:7]([N:20]2[CH2:21][CH2:22][N:23]([C:26]([O:28][C:29]([CH3:30])([CH3:32])[CH3:31])=[O:27])[CH2:24][CH2:25]2)[CH:8]=[CH:9][C:10]=1[S:11]([C:14]1[CH:15]=[CH:16][CH:17]=[CH:18][CH:19]=1)(=[O:13])=[O:12])[CH3:2]. The yield is 0.430. (2) The reactants are [C:1]1([N:7]([C:25]2[CH:30]=[CH:29][CH:28]=[CH:27][CH:26]=2)[C:8]2[CH:13]=[CH:12][C:11]([CH:14]([C:19]3[CH:24]=[CH:23][CH:22]=[CH:21][CH:20]=3)[Si](C)(C)C)=[CH:10][CH:9]=2)[CH:6]=[CH:5][CH:4]=[CH:3][CH:2]=1.C([Li])CCC.[Br:36][C:37]1[CH:38]=[C:39]2[C:44](=[CH:45][CH:46]=1)[CH:43]=[C:42]([CH:47]=O)[CH:41]=[CH:40]2. The catalyst is O1CCCC1. The product is [Br:36][C:37]1[CH:38]=[C:39]2[C:44](=[CH:45][CH:46]=1)[CH:43]=[C:42](/[CH:47]=[C:14](/[C:11]1[CH:10]=[CH:9][C:8]([N:7]([C:25]3[CH:26]=[CH:27][CH:28]=[CH:29][CH:30]=3)[C:1]3[CH:6]=[CH:5][CH:4]=[CH:3][CH:2]=3)=[CH:13][CH:12]=1)\[C:19]1[CH:20]=[CH:21][CH:22]=[CH:23][CH:24]=1)[CH:41]=[CH:40]2. The yield is 0.660. (3) The reactants are [CH3:1][O:2][C:3](=[O:37])[CH:4]([N:16]1[CH2:21][CH2:20][N:19](S(C2C=CC=CC=2[N+]([O-])=O)(=O)=O)[CH:18]([CH2:34][O:35][CH3:36])[CH2:17]1)[CH2:5][C:6]1[CH:15]=[CH:14][C:13]2[C:8](=[CH:9][CH:10]=[CH:11][CH:12]=2)[CH:7]=1.C(=O)([O-])[O-].[K+].[K+].SC1C=CC(O)=CC=1.Cl. The catalyst is CN(C=O)C. The product is [CH3:1][O:2][C:3](=[O:37])[CH:4]([N:16]1[CH2:21][CH2:20][NH:19][CH:18]([CH2:34][O:35][CH3:36])[CH2:17]1)[CH2:5][C:6]1[CH:15]=[CH:14][C:13]2[C:8](=[CH:9][CH:10]=[CH:11][CH:12]=2)[CH:7]=1. The yield is 0.970.